Dataset: Forward reaction prediction with 1.9M reactions from USPTO patents (1976-2016). Task: Predict the product of the given reaction. Given the reactants [NH2:1][C:2]1[C:3]([Cl:8])=[N:4][CH:5]=[CH:6][CH:7]=1.CS[C:11]1[S:12]/[C:13](=[CH:17]\[C:18]2[CH:19]=[C:20]3[C:25](=[CH:26][CH:27]=2)[N:24]=[CH:23][CH:22]=[CH:21]3)/[C:14](=[O:16])[N:15]=1.O1CCOCC1, predict the reaction product. The product is: [Cl:8][C:3]1[C:2]([NH:1][C:11]2[S:12]/[C:13](=[CH:17]\[C:18]3[CH:19]=[C:20]4[C:25](=[CH:26][CH:27]=3)[N:24]=[CH:23][CH:22]=[CH:21]4)/[C:14](=[O:16])[N:15]=2)=[CH:7][CH:6]=[CH:5][N:4]=1.